This data is from Peptide-MHC class I binding affinity with 185,985 pairs from IEDB/IMGT. The task is: Regression. Given a peptide amino acid sequence and an MHC pseudo amino acid sequence, predict their binding affinity value. This is MHC class I binding data. (1) The peptide sequence is CEKALKYLPI. The MHC is HLA-B40:01 with pseudo-sequence HLA-B40:01. The binding affinity (normalized) is 0.182. (2) The peptide sequence is FTNKLINGY. The MHC is HLA-B38:01 with pseudo-sequence HLA-B38:01. The binding affinity (normalized) is 0.0847.